From a dataset of Forward reaction prediction with 1.9M reactions from USPTO patents (1976-2016). Predict the product of the given reaction. (1) The product is: [C:24]1([C@H:22]2[CH2:23][C@@H:21]2[NH:18][C:19]([N:4]2[CH2:5][CH2:6][N:1]([C:11]([O:13][C:14]([CH3:17])([CH3:16])[CH3:15])=[O:12])[CH2:2][C@H:3]2[C:7]([O:9][CH3:10])=[O:8])=[O:20])[CH:29]=[CH:28][CH:27]=[CH:26][CH:25]=1. Given the reactants [N:1]1([C:11]([O:13][C:14]([CH3:17])([CH3:16])[CH3:15])=[O:12])[CH2:6][CH2:5][NH:4][C@H:3]([C:7]([O:9][CH3:10])=[O:8])[CH2:2]1.[N:18]([C@H:21]1[CH2:23][C@@H:22]1[C:24]1[CH:29]=[CH:28][CH:27]=[CH:26][CH:25]=1)=[C:19]=[O:20], predict the reaction product. (2) Given the reactants [F:1][C:2]([F:31])([F:30])[C:3]1[CH:4]=[C:5]([C:13]2[N:17]=[CH:16][N:15](/[CH:18]=[CH:19]\[C:20]([NH:22][CH2:23][C:24]3[CH:25]=[N:26][CH:27]=[N:28][CH:29]=3)=[O:21])[N:14]=2)[CH:6]=[C:7]([C:9]([F:12])([F:11])[F:10])[CH:8]=1.[CH2:32]1COCC1.[H-].[Na+].CI, predict the reaction product. The product is: [F:12][C:9]([F:11])([F:10])[C:7]1[CH:6]=[C:5]([C:13]2[N:17]=[CH:16][N:15](/[CH:18]=[CH:19]\[C:20]([N:22]([CH3:32])[CH2:23][C:24]3[CH:29]=[N:28][CH:27]=[N:26][CH:25]=3)=[O:21])[N:14]=2)[CH:4]=[C:3]([C:2]([F:30])([F:1])[F:31])[CH:8]=1. (3) Given the reactants [C:1]([NH2:4])(=[O:3])[CH3:2].[CH2:5]([O:7][C:8](=[O:14])[CH2:9][C:10]([CH2:12]Cl)=O)[CH3:6].C(=O)([O-])O.[Na+].Cl, predict the reaction product. The product is: [CH3:2][C:1]1[O:3][C:9]([C:8]([O:7][CH2:5][CH3:6])=[O:14])=[C:10]([CH3:12])[N:4]=1. (4) Given the reactants [F:1][C:2]1[CH:7]=[C:6]([C:8]([F:11])([F:10])[F:9])[CH:5]=[CH:4][C:3]=1[C:12]1[C:13]2[CH2:20][CH2:19][CH:18]([CH2:21][C:22]([N:24]([CH3:26])[CH3:25])=[O:23])[C:14]=2[CH:15]=[N:16][CH:17]=1.CN[CH:29]1C[CH2:30]1, predict the reaction product. The product is: [CH:26]1([N:24]([CH3:25])[C:22](=[O:23])[CH2:21][CH:18]2[C:14]3[CH:15]=[N:16][CH:17]=[C:12]([C:3]4[CH:4]=[CH:5][C:6]([C:8]([F:11])([F:9])[F:10])=[CH:7][C:2]=4[F:1])[C:13]=3[CH2:20][CH2:19]2)[CH2:30][CH2:29]1. (5) Given the reactants Br[C:2]1[CH:3]=[C:4]([C:9]2[CH:14]=[CH:13][C:12]([Cl:15])=[CH:11][CH:10]=2)[CH:5]=[CH:6][C:7]=1[CH3:8].C([Li])CCC.C[O:22][B:23](OC)[O:24]C.Cl, predict the reaction product. The product is: [Cl:15][C:12]1[CH:13]=[CH:14][C:9]([C:4]2[CH:5]=[CH:6][C:7]([CH3:8])=[C:2]([B:23]([OH:24])[OH:22])[CH:3]=2)=[CH:10][CH:11]=1.